This data is from Catalyst prediction with 721,799 reactions and 888 catalyst types from USPTO. The task is: Predict which catalyst facilitates the given reaction. (1) The catalyst class is: 5. Reactant: C[O:2][C:3](=[O:36])[C:4]1[CH:9]=[CH:8][C:7]([NH:10][C:11](=[O:35])[CH:12]([C:19]2[CH:24]=[CH:23][C:22]([C:25]3[C:34]4[C:29](=[CH:30][CH:31]=[CH:32][CH:33]=4)[CH:28]=[CH:27][CH:26]=3)=[CH:21][CH:20]=2)[CH2:13][CH:14]2[CH2:18][CH2:17][CH2:16][CH2:15]2)=[N:6][CH:5]=1.[OH-].[Na+]. Product: [CH:14]1([CH2:13][CH:12]([C:19]2[CH:20]=[CH:21][C:22]([C:25]3[C:34]4[C:29](=[CH:30][CH:31]=[CH:32][CH:33]=4)[CH:28]=[CH:27][CH:26]=3)=[CH:23][CH:24]=2)[C:11]([NH:10][C:7]2[CH:8]=[CH:9][C:4]([C:3]([OH:36])=[O:2])=[CH:5][N:6]=2)=[O:35])[CH2:18][CH2:17][CH2:16][CH2:15]1. (2) Reactant: [Cl:1][C:2]1[CH:7]=[CH:6][CH:5]=[CH:4][C:3]=1[N:8]1[C:16]2[C:15](=[O:17])[N:14]([CH3:18])[C:13](=[O:19])[N:12]([CH2:20][C:21]([O:23]C)=[O:22])[C:11]=2[N:10]=[C:9]1[N:25]1[CH2:30][CH2:29][N:28]([C:31]([O:33][C:34]([CH3:37])([CH3:36])[CH3:35])=[O:32])[CH2:27][CH2:26]1.[OH-].[Na+]. Product: [Cl:1][C:2]1[CH:7]=[CH:6][CH:5]=[CH:4][C:3]=1[N:8]1[C:16]2[C:15](=[O:17])[N:14]([CH3:18])[C:13](=[O:19])[N:12]([CH2:20][C:21]([OH:23])=[O:22])[C:11]=2[N:10]=[C:9]1[N:25]1[CH2:30][CH2:29][N:28]([C:31]([O:33][C:34]([CH3:37])([CH3:36])[CH3:35])=[O:32])[CH2:27][CH2:26]1. The catalyst class is: 240. (3) Reactant: [NH2:1][C:2]1[CH:23]=[CH:22][CH:21]=[C:20]([F:24])[C:3]=1[CH2:4][CH2:5][C@H:6]1[CH2:10][O:9][C:8]([CH3:12])([CH3:11])[N:7]1[C:13]([O:15][C:16]([CH3:19])([CH3:18])[CH3:17])=[O:14].[N:25]([C@@H:28]([CH:32]([C:40]1[CH:45]=[CH:44][CH:43]=[C:42]([F:46])[CH:41]=1)[C:33]1[CH:38]=[CH:37][CH:36]=[C:35]([F:39])[CH:34]=1)[C:29](O)=[O:30])=[N+:26]=[N-:27].O=P(Cl)(Cl)Cl. Product: [N:25]([C@@H:28]([CH:32]([C:33]1[CH:38]=[CH:37][CH:36]=[C:35]([F:39])[CH:34]=1)[C:40]1[CH:45]=[CH:44][CH:43]=[C:42]([F:46])[CH:41]=1)[C:29]([NH:1][C:2]1[CH:23]=[CH:22][CH:21]=[C:20]([F:24])[C:3]=1[CH2:4][CH2:5][C@H:6]1[CH2:10][O:9][C:8]([CH3:11])([CH3:12])[N:7]1[C:13]([O:15][C:16]([CH3:19])([CH3:17])[CH3:18])=[O:14])=[O:30])=[N+:26]=[N-:27]. The catalyst class is: 17. (4) Reactant: [CH:1]1[C:10]2[C:5](=[CH:6][CH:7]=[CH:8][CH:9]=2)[CH:4]=[CH:3][C:2]=1[C:11]1[C:19]2[C:14](=[CH:15][CH:16]=[C:17]([C:20]#[N:21])[CH:18]=2)[NH:13][N:12]=1.[N:22]([Sn](CCCC)(CCCC)CCCC)=[N+:23]=[N-:24]. Product: [CH:1]1[C:10]2[C:5](=[CH:6][CH:7]=[CH:8][CH:9]=2)[CH:4]=[CH:3][C:2]=1[C:11]1[C:19]2[C:14](=[CH:15][CH:16]=[C:17]([C:20]3[NH:24][N:23]=[N:22][N:21]=3)[CH:18]=2)[NH:13][N:12]=1. The catalyst class is: 11.